This data is from HIV replication inhibition screening data with 41,000+ compounds from the AIDS Antiviral Screen. The task is: Binary Classification. Given a drug SMILES string, predict its activity (active/inactive) in a high-throughput screening assay against a specified biological target. (1) The compound is O=C1NC2c3c(Cl)sc(Cl)c3C(=NO)C2O1. The result is 0 (inactive). (2) The result is 0 (inactive). The compound is Cc1cc(NS(=O)(=O)c2ccc(Nc3c4ccccc4nc4c(C(=O)Nc5ccccc5)cccc34)cc2)no1. (3) The drug is CCOC(=O)c1c(NS(=O)(=O)c2ccc(C)cc2)sc2c1CCCC2. The result is 0 (inactive). (4) The result is 0 (inactive). The molecule is Cl.NC(Cc1c2ccccc2cc2ccccc12)C(=O)O. (5) The compound is CC1(C)OC(C#N)CC(CCl)O1. The result is 0 (inactive).